Dataset: NCI-60 drug combinations with 297,098 pairs across 59 cell lines. Task: Regression. Given two drug SMILES strings and cell line genomic features, predict the synergy score measuring deviation from expected non-interaction effect. (1) Drug 1: C1=NC2=C(N1)C(=S)N=CN2. Drug 2: C1C(C(OC1N2C=NC(=NC2=O)N)CO)O. Cell line: SF-295. Synergy scores: CSS=29.2, Synergy_ZIP=3.20, Synergy_Bliss=7.35, Synergy_Loewe=-2.33, Synergy_HSA=4.81. (2) Drug 1: CN(CC1=CN=C2C(=N1)C(=NC(=N2)N)N)C3=CC=C(C=C3)C(=O)NC(CCC(=O)O)C(=O)O. Drug 2: CCC1(C2=C(COC1=O)C(=O)N3CC4=CC5=C(C=CC(=C5CN(C)C)O)N=C4C3=C2)O.Cl. Cell line: OVCAR-8. Synergy scores: CSS=40.2, Synergy_ZIP=-7.04, Synergy_Bliss=-10.4, Synergy_Loewe=-16.1, Synergy_HSA=-7.80.